Dataset: Full USPTO retrosynthesis dataset with 1.9M reactions from patents (1976-2016). Task: Predict the reactants needed to synthesize the given product. (1) The reactants are: [Cl:1][C:2]1[C:3](F)=[C:4]([CH:6]=[CH:7][C:8]=1[Cl:9])[NH2:5].CCO[C:14]([S-:16])=[S:15].[K+].Cl. Given the product [Cl:9][C:8]1[CH:7]=[CH:6][C:4]2[N:5]=[C:14]([SH:16])[S:15][C:3]=2[C:2]=1[Cl:1], predict the reactants needed to synthesize it. (2) Given the product [CH:20]1([NH:19][S:16]([C:3]2[C:2]3[N:1]=[C:25]([SH:26])[NH:8][C:7]=3[CH:6]=[C:5]([C:9]3[C:10]([CH3:15])=[N:11][O:12][C:13]=3[CH3:14])[CH:4]=2)(=[O:17])=[O:18])[CH2:24][CH2:23][CH2:22][CH2:21]1, predict the reactants needed to synthesize it. The reactants are: [NH2:1][C:2]1[C:7]([NH2:8])=[CH:6][C:5]([C:9]2[C:10]([CH3:15])=[N:11][O:12][C:13]=2[CH3:14])=[CH:4][C:3]=1[S:16]([NH:19][CH:20]1[CH2:24][CH2:23][CH2:22][CH2:21]1)(=[O:18])=[O:17].[C:25](N1C=CN=C1)(N1C=CN=C1)=[S:26]. (3) Given the product [F:29][C:13]1([CH2:12][NH:11][C:6](=[O:8])[C:5]2[CH:4]=[CH:3][C:2]([OH:1])=[CH:10][CH:9]=2)[CH2:14][CH2:15][N:16]([C:19]([O:21][CH2:22][C:23]2[CH:28]=[CH:27][CH:26]=[CH:25][CH:24]=2)=[O:20])[CH2:17][CH2:18]1, predict the reactants needed to synthesize it. The reactants are: [OH:1][C:2]1[CH:10]=[CH:9][C:5]([C:6]([OH:8])=O)=[CH:4][CH:3]=1.[NH2:11][CH2:12][C:13]1([F:29])[CH2:18][CH2:17][N:16]([C:19]([O:21][CH2:22][C:23]2[CH:28]=[CH:27][CH:26]=[CH:25][CH:24]=2)=[O:20])[CH2:15][CH2:14]1. (4) Given the product [CH3:25][C:23]1[N:24]=[C:20]([C:17]2[CH:18]=[CH:19][C:14]([O:13][CH2:12][CH2:11][NH2:10])=[CH:15][CH:16]=2)[O:21][CH:22]=1, predict the reactants needed to synthesize it. The reactants are: C(OC(=O)[NH:10][CH2:11][CH2:12][O:13][C:14]1[CH:19]=[CH:18][C:17]([C:20]2[O:21][CH:22]=[C:23]([CH3:25])[N:24]=2)=[CH:16][CH:15]=1)C1C=CC=CC=1.C1CC=CCC=1. (5) Given the product [ClH:1].[Cl:1][C:2]1[CH:7]=[C:6]([Cl:8])[CH:5]=[CH:4][C:3]=1[C:9]([F:13])([CH3:12])[CH2:10][NH2:11], predict the reactants needed to synthesize it. The reactants are: [Cl:1][C:2]1[CH:7]=[C:6]([Cl:8])[CH:5]=[CH:4][C:3]=1[C:9]([F:13])([CH3:12])[C:10]#[N:11].C1COCC1.Cl. (6) Given the product [N+:2]([C:5]1[CH:6]=[C:7]([C:8]2[NH:10][C:26]([C:25]3[CH:30]=[CH:31][CH:32]=[C:23]([N+:20]([O-:22])=[O:21])[CH:24]=3)=[CH:27][N:9]=2)[CH:11]=[CH:12][CH:13]=1)([O-:4])=[O:3], predict the reactants needed to synthesize it. The reactants are: Cl.[N+:2]([C:5]1[CH:6]=[C:7]([CH:11]=[CH:12][CH:13]=1)[C:8]([NH2:10])=[NH:9])([O-:4])=[O:3].C([O-])(O)=O.[Na+].O.[N+:20]([C:23]1[CH:24]=[C:25]([CH:30]=[CH:31][CH:32]=1)[C:26](=O)[CH2:27]Br)([O-:22])=[O:21]. (7) Given the product [C:8]1([C@H:14]2[CH2:19][CH2:18][CH2:17][CH2:16][C@H:15]2[N:20]2[CH2:25][CH2:24][CH:23]([NH:26][C:2]3[CH:3]=[N:4][CH:5]=[CH:6][CH:7]=3)[CH2:22][CH2:21]2)[CH:9]=[CH:10][CH:11]=[CH:12][CH:13]=1, predict the reactants needed to synthesize it. The reactants are: Br[C:2]1[CH:3]=[N:4][CH:5]=[CH:6][CH:7]=1.[C:8]1([C@H:14]2[CH2:19][CH2:18][CH2:17][CH2:16][C@H:15]2[N:20]2[CH2:25][CH2:24][CH:23]([NH2:26])[CH2:22][CH2:21]2)[CH:13]=[CH:12][CH:11]=[CH:10][CH:9]=1.C1(P(C2C=CC=CC=2)C2C=CC3C(=CC=CC=3)C=2C2C3C(=CC=CC=3)C=CC=2P(C2C=CC=CC=2)C2C=CC=CC=2)C=CC=CC=1.CC(C)([O-])C.[Na+]. (8) Given the product [CH3:1][C:2]1([CH3:12])[O:6][B:5]([OH:7])[C:4]2[CH:8]=[C:9]([N+:33]([O-:35])=[O:34])[CH:10]=[CH:11][C:3]1=2, predict the reactants needed to synthesize it. The reactants are: [CH3:1][C:2]1([CH3:12])[O:6][B:5]([OH:7])[C:4]2[CH:8]=[CH:9][CH:10]=[CH:11][C:3]1=2.FC(F)(F)C(O)=O.FC(F)(F)C(OC(=O)C(F)(F)F)=O.[N+:33]([O-])([OH:35])=[O:34]. (9) Given the product [N+:68]([C:65]1[CH:66]=[CH:67][C:62]([NH:61][CH:58]2[CH2:57][CH2:56][CH:55]([O:54][CH2:53][CH2:52][NH:51][C:15](=[O:17])[C:13]([NH:12][CH2:11][CH:9]3[CH2:8][C:7]4[CH:19]=[C:3]([C:2]([F:1])([F:21])[F:20])[CH:4]=[CH:5][C:6]=4[O:10]3)=[O:14])[CH2:60][CH2:59]2)=[CH:63][C:64]=1[C:71]([F:72])([F:73])[F:74])([O-:70])=[O:69], predict the reactants needed to synthesize it. The reactants are: [F:1][C:2]([F:21])([F:20])[C:3]1[CH:4]=[CH:5][C:6]2[O:10][CH:9]([CH2:11][NH:12][C:13]([C:15]([O:17][Li])=O)=[O:14])[CH2:8][C:7]=2[CH:19]=1.CCN=C=NCCCN(C)C.Cl.C1C=CC2N(O)N=NC=2C=1.C(N(CC)CC)C.[NH2:51][CH2:52][CH2:53][O:54][CH:55]1[CH2:60][CH2:59][CH:58]([NH:61][C:62]2[CH:67]=[CH:66][C:65]([N+:68]([O-:70])=[O:69])=[C:64]([C:71]([F:74])([F:73])[F:72])[CH:63]=2)[CH2:57][CH2:56]1.